The task is: Predict the reaction yield, written as a fraction of the theoretical maximum amount of product (1.0 means a 100% yield; for example, 0.34 means a 34% yield).. This data is from Reaction yield outcomes from USPTO patents with 853,638 reactions. (1) The reactants are Cl[C:2]1[N:7]=[CH:6][C:5]([C:8](=[O:10])[CH3:9])=[CH:4][CH:3]=1.[CH3:11][C:12]1[N:13]=[CH:14][NH:15][CH:16]=1.C([O-])([O-])=O.[K+].[K+]. The catalyst is CS(C)=O. The product is [CH3:11][C:12]1[N:13]=[CH:14][N:15]([C:2]2[N:7]=[CH:6][C:5]([C:8](=[O:10])[CH3:9])=[CH:4][CH:3]=2)[CH:16]=1. The yield is 0.670. (2) The yield is 0.760. The catalyst is C(O)C. The reactants are Br[CH2:2][C:3]1[CH:4]=[C:5]([C:9]2[O:10][C:11]3[C:17]([C:18]([O:20][CH3:21])=[O:19])=[CH:16][CH:15]=[CH:14][C:12]=3[N:13]=2)[CH:6]=[CH:7][CH:8]=1.[CH3:22][NH:23]C. The product is [CH3:22][NH:23][CH2:2][C:3]1[CH:4]=[C:5]([C:9]2[O:10][C:11]3[C:17]([C:18]([O:20][CH3:21])=[O:19])=[CH:16][CH:15]=[CH:14][C:12]=3[N:13]=2)[CH:6]=[CH:7][CH:8]=1. (3) The reactants are O[N:2]1C2C=CC=CC=2N=[N:3]1.Cl.CN(C)CCCN=C=NCC.[NH:23]([C:27]1[CH:28]=[C:29]([CH:33]=[CH:34][C:35]=1[C:36]([O:38][CH3:39])=[O:37])[C:30](O)=[O:31])[C:24]([CH3:26])=[O:25].O.NN. The catalyst is CN(C)C=O. The product is [NH:23]([C:27]1[CH:28]=[C:29]([C:30]([NH:2][NH2:3])=[O:31])[CH:33]=[CH:34][C:35]=1[C:36]([O:38][CH3:39])=[O:37])[C:24]([CH3:26])=[O:25]. The yield is 0.800. (4) The catalyst is C(Cl)Cl. The product is [C:7]([C:14]1[C:13]([O:12][CH3:11])=[CH:18][C:17]([O:19][CH3:20])=[CH:16][C:15]=1[NH:21][C:22]([C:24]1[S:25][CH:26]=[C:27]([CH:29]([CH3:31])[CH3:30])[N:28]=1)=[O:23])(=[O:9])[CH3:8]. The reactants are [Al](Cl)(CC)CC.[C:7](Cl)(=[O:9])[CH3:8].[CH3:11][O:12][C:13]1[CH:14]=[C:15]([NH:21][C:22]([C:24]2[S:25][CH:26]=[C:27]([CH:29]([CH3:31])[CH3:30])[N:28]=2)=[O:23])[CH:16]=[C:17]([O:19][CH3:20])[CH:18]=1. The yield is 0.820. (5) The reactants are Cl[C:2]1[CH:11]=[CH:10][C:9]2[C:4](=[CH:5][CH:6]=[CH:7][CH:8]=2)[N:3]=1.[NH:12]1[CH2:17][CH2:16][NH:15][CH2:14][CH2:13]1. The catalyst is CS(C)=O.O.CO.C(Cl)Cl. The product is [N:12]1([C:2]2[CH:11]=[CH:10][C:9]3[C:4](=[CH:5][CH:6]=[CH:7][CH:8]=3)[N:3]=2)[CH2:17][CH2:16][NH:15][CH2:14][CH2:13]1. The yield is 0.550.